Dataset: CYP3A4 inhibition data for predicting drug metabolism from PubChem BioAssay. Task: Regression/Classification. Given a drug SMILES string, predict its absorption, distribution, metabolism, or excretion properties. Task type varies by dataset: regression for continuous measurements (e.g., permeability, clearance, half-life) or binary classification for categorical outcomes (e.g., BBB penetration, CYP inhibition). Dataset: cyp3a4_veith. (1) The compound is Cc1cc(C)cc(NC(=O)CCc2nc3ccccc3[nH]2)c1. The result is 1 (inhibitor). (2) The compound is CN(C)C(=O)c1ccc(-c2cc(NCc3ccccc3)ncn2)cc1. The result is 0 (non-inhibitor).